From a dataset of Forward reaction prediction with 1.9M reactions from USPTO patents (1976-2016). Predict the product of the given reaction. (1) Given the reactants C(N(CC)CC)C.[NH2:8][CH2:9][CH2:10][NH:11][C:12](=[O:18])[O:13][C:14]([CH3:17])([CH3:16])[CH3:15].Cl[C:20]1[C:29]2[C:24](=[CH:25][CH:26]=[CH:27][CH:28]=2)[N:23]=[CH:22][C:21]=1[N+:30]([O-:32])=[O:31].CCCCCC, predict the reaction product. The product is: [N+:30]([C:21]1[CH:22]=[N:23][C:24]2[C:29]([C:20]=1[NH:8][CH2:9][CH2:10][NH:11][C:12](=[O:18])[O:13][C:14]([CH3:15])([CH3:17])[CH3:16])=[CH:28][CH:27]=[CH:26][CH:25]=2)([O-:32])=[O:31]. (2) Given the reactants Cl[C:2]1[N:7]=[C:6]([N:8]2[CH2:13][CH2:12][O:11][CH2:10][CH2:9]2)[N:5]=[C:4]([N:14]2[C:18]3[CH:19]=[CH:20][CH:21]=[CH:22][C:17]=3[N:16]=[C:15]2[CH:23]([F:25])[F:24])[N:3]=1.[NH2:26][C:27]1[CH:32]=[CH:31][CH:30]=[CH:29][CH:28]=1.O, predict the reaction product. The product is: [F:24][CH:23]([F:25])[C:15]1[N:14]([C:4]2[N:5]=[C:6]([N:8]3[CH2:13][CH2:12][O:11][CH2:10][CH2:9]3)[N:7]=[C:2]([NH:26][C:27]3[CH:32]=[CH:31][CH:30]=[CH:29][CH:28]=3)[N:3]=2)[C:18]2[CH:19]=[CH:20][CH:21]=[CH:22][C:17]=2[N:16]=1.